From a dataset of Full USPTO retrosynthesis dataset with 1.9M reactions from patents (1976-2016). Predict the reactants needed to synthesize the given product. Given the product [Br:1][C:2]1[CH:6]=[CH:5][O:4][C:3]=1[CH2:7][N:12]1[CH2:11][CH2:10][N:9]([C:15]([O:17][C:18]([CH3:21])([CH3:20])[CH3:19])=[O:16])[CH2:14][CH2:13]1, predict the reactants needed to synthesize it. The reactants are: [Br:1][C:2]1[CH:6]=[CH:5][O:4][C:3]=1[CH:7]=O.[N:9]1([C:15]([O:17][C:18]([CH3:21])([CH3:20])[CH3:19])=[O:16])[CH2:14][CH2:13][NH:12][CH2:11][CH2:10]1.C(O[BH-](OC(=O)C)OC(=O)C)(=O)C.[Na+].